Dataset: Forward reaction prediction with 1.9M reactions from USPTO patents (1976-2016). Task: Predict the product of the given reaction. (1) Given the reactants [CH2:1]([O:5][C:6]([N:8]1[CH2:13][CH2:12][N:11]([C:14](=[O:43])[CH2:15][NH:16][C:17]([C:19]2[CH:28]=[C:27]([O:29][CH2:30][C:31]([O:33]CC3C=CC=CC=3)=[O:32])[C:26]3[C:21](=[CH:22][C:23]([CH3:42])=[C:24]([CH3:41])[CH:25]=3)[N:20]=2)=[O:18])[CH2:10][CH2:9]1)=[O:7])[CH2:2][CH2:3][CH3:4], predict the reaction product. The product is: [CH2:1]([O:5][C:6]([N:8]1[CH2:9][CH2:10][N:11]([C:14](=[O:43])[CH2:15][NH:16][C:17]([C:19]2[CH:28]=[C:27]([O:29][CH2:30][C:31]([OH:33])=[O:32])[C:26]3[C:21](=[CH:22][C:23]([CH3:42])=[C:24]([CH3:41])[CH:25]=3)[N:20]=2)=[O:18])[CH2:12][CH2:13]1)=[O:7])[CH2:2][CH2:3][CH3:4]. (2) Given the reactants [NH2:1][C:2]1[C:11]2[CH:10]=[CH:9][C:8]([F:12])=[C:7](Br)[C:6]=2[N:5]=[C:4]2[CH2:14][N:15]([CH:18]3[CH2:21][CH2:20][CH2:19]3)[C:16](=[O:17])[C:3]=12.[F:22][C:23]1[C:28](B(O)O)=[CH:27][CH:26]=[CH:25][N:24]=1.C(=O)([O-])[O-].[Cs+].[Cs+].O, predict the reaction product. The product is: [NH2:1][C:2]1[C:11]2[CH:10]=[CH:9][C:8]([F:12])=[C:7]([C:28]3[C:23]([F:22])=[N:24][CH:25]=[CH:26][CH:27]=3)[C:6]=2[N:5]=[C:4]2[CH2:14][N:15]([CH:18]3[CH2:21][CH2:20][CH2:19]3)[C:16](=[O:17])[C:3]=12. (3) Given the reactants CO[CH2:3][N:4]([CH2:13][Si](C)(C)C)[C@@H:5]([C:7]1[CH:12]=[CH:11][CH:10]=[CH:9][CH:8]=1)[CH3:6].[C:18]([O:22][CH3:23])(=[O:21])[C:19]#[CH:20], predict the reaction product. The product is: [C:7]1([C@H:5]([N:4]2[CH2:3][CH:20]=[C:19]([C:18]([O:22][CH3:23])=[O:21])[CH2:13]2)[CH3:6])[CH:8]=[CH:9][CH:10]=[CH:11][CH:12]=1. (4) Given the reactants [Br:1][C:2]1[CH:7]=[CH:6][C:5]([NH:8][C:9]2[O:10][C:11]3[CH:17]=[CH:16][C:15]([OH:18])=[CH:14][C:12]=3[N:13]=2)=[CH:4][CH:3]=1.C[Si]([N-][Si](C)(C)C)(C)C.[K+].Cl[C:30]1[CH:35]=[CH:34][N:33]=[C:32]([C:36]([NH:38][CH3:39])=[O:37])[CH:31]=1.C(=O)([O-])[O-].[K+].[K+], predict the reaction product. The product is: [Br:1][C:2]1[CH:3]=[CH:4][C:5]([NH:8][C:9]2[O:10][C:11]3[CH:17]=[CH:16][C:15]([O:18][C:30]4[CH:35]=[CH:34][N:33]=[C:32]([C:36]([NH:38][CH3:39])=[O:37])[CH:31]=4)=[CH:14][C:12]=3[N:13]=2)=[CH:6][CH:7]=1. (5) Given the reactants [CH2:1]([N:8]1[C:16](=[O:17])[C:15]2[C:10](=[CH:11][CH:12]=[CH:13][CH:14]=2)[CH:9]1[CH2:18][CH2:19][C:20]([NH:22][C:23]1S[CH:25]=[CH:26][N:27]=1)=[O:21])[C:2]1[CH:7]=[CH:6][CH:5]=[CH:4][CH:3]=1.N[C:29]1[CH:34]=CC=CN=1, predict the reaction product. The product is: [CH2:1]([N:8]1[C:16](=[O:17])[C:15]2[C:10](=[CH:11][CH:12]=[CH:13][CH:14]=2)[CH:9]1[CH2:18][CH2:19][C:20]([NH:22][C:23]1[CH:34]=[CH:29][CH:25]=[CH:26][N:27]=1)=[O:21])[C:2]1[CH:7]=[CH:6][CH:5]=[CH:4][CH:3]=1. (6) Given the reactants Cl[C:2]1[N:7]=[CH:6][C:5]([NH:8]CC2C=CC(OC)=CC=2)=[CH:4][C:3]=1[C:18]([F:21])([F:20])F.BrC1C=C(C(F)F)[C:26](Cl)=[N:27]C=1, predict the reaction product. The product is: [NH2:8][C:5]1[CH:4]=[C:3]([CH:18]([F:20])[F:21])[C:2]([C:26]#[N:27])=[N:7][CH:6]=1.